Predict the reactants needed to synthesize the given product. From a dataset of Full USPTO retrosynthesis dataset with 1.9M reactions from patents (1976-2016). Given the product [C:45]([N:1]1[C@@H:4]2[C@H:9]1[C@H:8]([O:11][CH2:12][O:13][CH3:14])[CH2:7][C:6]([C:15]([O:17][CH3:18])=[O:16])=[CH:5]2)(=[O:47])[CH3:46], predict the reactants needed to synthesize it. The reactants are: [N:1]([C@@H:4]1[C@@H:9](O)[C@H:8]([O:11][CH2:12][O:13][CH3:14])[CH2:7][C:6]([C:15]([O:17][CH3:18])=[O:16])=[CH:5]1)=[N+]=[N-].C1(P(C2C=CC=CC=2)C2C=CC=CC=2)C=CC=CC=1.CCN(CC)CC.[C:45](OC(=O)C)(=[O:47])[CH3:46].